This data is from Full USPTO retrosynthesis dataset with 1.9M reactions from patents (1976-2016). The task is: Predict the reactants needed to synthesize the given product. (1) Given the product [CH:25]([N:22]1[CH2:21][CH2:20][N:19]([C:17]([C@H:14]2[CH2:15][CH2:16][C@H:11]([O:10][C:7]3[CH:8]=[CH:9][C:4]([C:3]4[N:28]=[C:31]([CH3:32])[O:1][N:2]=4)=[CH:5][CH:6]=3)[CH2:12][CH2:13]2)=[O:18])[CH2:24][CH2:23]1)([CH3:26])[CH3:27], predict the reactants needed to synthesize it. The reactants are: [OH:1][NH:2][C:3](=[NH:28])[C:4]1[CH:9]=[CH:8][C:7]([O:10][C@H:11]2[CH2:16][CH2:15][C@H:14]([C:17]([N:19]3[CH2:24][CH2:23][N:22]([CH:25]([CH3:27])[CH3:26])[CH2:21][CH2:20]3)=[O:18])[CH2:13][CH2:12]2)=[CH:6][CH:5]=1.[H-].[Na+].[C:31](OC)(=O)[CH3:32]. (2) Given the product [Cl:1][C:2]1[CH:3]=[C:4]2[C:14](=[CH:15][CH:16]=1)[C:8]1([CH2:9][CH2:10][N:11]([C:36]([C:37]3[CH:42]=[CH:41][CH:40]=[CH:39][CH:38]=3)=[O:43])[CH2:12][CH2:13]1)[C:7](=[O:17])[C:6]([C:18]([NH:20][CH2:21][C:22]([O:24][CH3:25])=[O:23])=[O:19])=[C:5]2[OH:26], predict the reactants needed to synthesize it. The reactants are: [Cl:1][C:2]1[CH:3]=[C:4]2[C:14](=[CH:15][CH:16]=1)[C:8]1([CH2:13][CH2:12][NH:11][CH2:10][CH2:9]1)[C:7](=[O:17])[C:6]([C:18]([NH:20][CH2:21][C:22]([O:24][CH3:25])=[O:23])=[O:19])=[C:5]2[OH:26].CCN(C(C)C)C(C)C.[C:36](O)(=[O:43])[C:37]1[CH:42]=[CH:41][CH:40]=[CH:39][CH:38]=1.CCN=C=NCCCN(C)C.Cl. (3) The reactants are: [CH:1]1(/[CH:6]=[C:7](\[C:16]2[CH:17]=[N:18][C:19]([S:22]([CH3:25])(=[O:24])=[O:23])=[CH:20][CH:21]=2)/[C:8]([NH:10][C:11]2[S:12][CH:13]=[CH:14][N:15]=2)=[O:9])[CH2:5][CH2:4][CH2:3][CH2:2]1.C([O-])=O.[NH4+]. Given the product [CH:1]1([CH2:6][CH:7]([C:16]2[CH:17]=[N:18][C:19]([S:22]([CH3:25])(=[O:24])=[O:23])=[CH:20][CH:21]=2)[C:8]([NH:10][C:11]2[S:12][CH:13]=[CH:14][N:15]=2)=[O:9])[CH2:5][CH2:4][CH2:3][CH2:2]1, predict the reactants needed to synthesize it. (4) Given the product [CH:25]1([O:24][C:18]2[C:19]([CH3:23])=[CH:20][CH:21]=[CH:22][C:17]=2[C:16]([NH:15][C:6]2([C:4]([OH:5])=[O:3])[CH2:7][C:8]3[C:13](=[CH:12][CH:11]=[CH:10][CH:9]=3)[CH2:14]2)=[O:29])[CH2:28][CH2:27][CH2:26]1, predict the reactants needed to synthesize it. The reactants are: C([O:3][C:4]([C:6]1([NH:15][C:16](=[O:29])[C:17]2[CH:22]=[CH:21][CH:20]=[C:19]([CH3:23])[C:18]=2[O:24][CH:25]2[CH2:28][CH2:27][CH2:26]2)[CH2:14][C:13]2[C:8](=[CH:9][CH:10]=[CH:11][CH:12]=2)[CH2:7]1)=[O:5])C.[OH-].[K+].O. (5) Given the product [Cl:18][C:15]1[CH:14]=[CH:13][C:12]([C:9]2[N:8]([C:19]3[CH:24]=[CH:23][C:22]([Cl:25])=[CH:21][C:20]=3[Cl:26])[N:7]=[C:6]([C:4]([OH:5])=[O:3])[C:10]=2[CH3:11])=[CH:17][CH:16]=1, predict the reactants needed to synthesize it. The reactants are: C([O:3][C:4]([C:6]1[C:10]([CH3:11])=[C:9]([C:12]2[CH:17]=[CH:16][C:15]([Cl:18])=[CH:14][CH:13]=2)[N:8]([C:19]2[CH:24]=[CH:23][C:22]([Cl:25])=[CH:21][C:20]=2[Cl:26])[N:7]=1)=[O:5])C.[OH-].[K+].Cl. (6) Given the product [C:3]1([C:2]2[CH:15]=[C:14]([CH2:13][CH2:12][CH2:11][C:16]3[N:17]([CH2:44][CH2:45][CH3:46])[N:18]=[C:19]4[C:28]=3[C:27]3[CH:26]=[CH:25][CH:24]=[CH:23][C:22]=3[N:21]=[C:20]4[N:29]([C:30]([O:32][C:33]([CH3:36])([CH3:35])[CH3:34])=[O:31])[C:37]([O:39][C:40]([CH3:42])([CH3:43])[CH3:41])=[O:38])[O:10][N:9]=2)[CH:8]=[CH:7][CH:6]=[CH:5][CH:4]=1, predict the reactants needed to synthesize it. The reactants are: Cl[C:2](=[N:9][OH:10])[C:3]1[CH:8]=[CH:7][CH:6]=[CH:5][CH:4]=1.[CH2:11]([C:16]1[N:17]([CH2:44][CH2:45][CH3:46])[N:18]=[C:19]2[C:28]=1[C:27]1[CH:26]=[CH:25][CH:24]=[CH:23][C:22]=1[N:21]=[C:20]2[N:29]([C:37]([O:39][C:40]([CH3:43])([CH3:42])[CH3:41])=[O:38])[C:30]([O:32][C:33]([CH3:36])([CH3:35])[CH3:34])=[O:31])[CH2:12][CH2:13][C:14]#[CH:15].C(N(CC)CC)C. (7) Given the product [NH:35]1[C:19]2[CH:20]=[CH:21][CH:22]=[C:17]([N:14]3[CH2:15][CH2:16][N:11]([CH2:10][CH2:9][CH:8]([C:25]4[CH:30]=[CH:29][CH:28]=[CH:27][C:26]=4[F:31])[CH:7]([NH:32][CH:33]=[O:34])[CH:1]4[CH2:6][CH2:5][CH2:4][CH2:3][CH2:2]4)[CH2:12][CH2:13]3)[C:18]=2[N:37]=[CH:36]1, predict the reactants needed to synthesize it. The reactants are: [CH:1]1([CH:7]([NH:32][CH:33]=[O:34])[CH:8]([C:25]2[CH:30]=[CH:29][CH:28]=[CH:27][C:26]=2[F:31])[CH2:9][CH2:10][N:11]2[CH2:16][CH2:15][N:14]([C:17]3[CH:22]=[CH:21][CH:20]=[CH:19][C:18]=3OC)[CH2:13][CH2:12]2)[CH2:6][CH2:5][CH2:4][CH2:3][CH2:2]1.[NH:35]1C2C=CC=C(N3CCN(CCC(C4C=CC=CC=4F)C(C4CCCCC4)=O)CC3)C=2[N:37]=[CH:36]1. (8) Given the product [CH2:1]([O:3][CH:4]1[CH2:7][CH:6]([NH:8][C:12]2[C:17]([C:18]#[N:19])=[CH:16][N:15]=[C:14]([S:20][CH3:21])[N:13]=2)[C:5]1([CH3:10])[CH3:9])[CH3:2], predict the reactants needed to synthesize it. The reactants are: [CH2:1]([O:3][CH:4]1[CH2:7][CH:6]([NH2:8])[C:5]1([CH3:10])[CH3:9])[CH3:2].Cl[C:12]1[C:17]([C:18]#[N:19])=[CH:16][N:15]=[C:14]([S:20][CH3:21])[N:13]=1.C(=O)([O-])[O-].[K+].[K+].C(OCC)(=O)C.